From a dataset of Full USPTO retrosynthesis dataset with 1.9M reactions from patents (1976-2016). Predict the reactants needed to synthesize the given product. (1) Given the product [CH2:1]([O:9][C:10](=[O:20])[CH:11]([C:14]1[CH:15]=[CH:16][CH:17]=[CH:18][CH:19]=1)[CH2:12][O:13][C:27](=[O:29])[CH3:28])[CH2:2][CH2:3][CH2:4][CH2:5][CH2:6][CH2:7][CH3:8], predict the reactants needed to synthesize it. The reactants are: [CH2:1]([O:9][C:10](=[O:20])[CH:11]([C:14]1[CH:19]=[CH:18][CH:17]=[CH:16][CH:15]=1)[CH2:12][OH:13])[CH2:2][CH2:3][CH2:4][CH2:5][CH2:6][CH2:7][CH3:8].N1C=CC=CC=1.[C:27](Cl)(=[O:29])[CH3:28]. (2) Given the product [F:34][C:32]([F:33])([F:35])[C:29]1[CH:30]=[CH:31][C:26]([NH:25][C:21]2[C:22]3[CH2:23][CH2:24][NH:15][CH2:16][C:17]=3[N:18]=[C:19]([S:36][CH3:37])[N:20]=2)=[CH:27][CH:28]=1, predict the reactants needed to synthesize it. The reactants are: ClC(OC(Cl)C)=O.C([N:15]1[CH2:24][CH2:23][C:22]2[C:21]([NH:25][C:26]3[CH:31]=[CH:30][C:29]([C:32]([F:35])([F:34])[F:33])=[CH:28][CH:27]=3)=[N:20][C:19]([S:36][CH3:37])=[N:18][C:17]=2[CH2:16]1)C1C=CC=CC=1.C(N(C(C)C)CC)(C)C. (3) Given the product [CH3:30][C:31]1([CH3:39])[O:35][C@@H:34]([CH2:36][CH2:37][NH:38][C:27]([CH:9]2[CH:8]([C:4]3[CH:5]=[CH:6][CH:7]=[C:2]([Cl:1])[CH:3]=3)[C:12]([C:15]3[CH:16]=[N:17][C:18]([Cl:21])=[CH:19][CH:20]=3)([C:13]#[N:14])[CH:11]([CH2:22][C:23]([CH3:26])([CH3:25])[CH3:24])[NH:10]2)=[O:29])[CH2:33][O:32]1, predict the reactants needed to synthesize it. The reactants are: [Cl:1][C:2]1[CH:3]=[C:4]([CH:8]2[C:12]([C:15]3[CH:16]=[N:17][C:18]([Cl:21])=[CH:19][CH:20]=3)([C:13]#[N:14])[CH:11]([CH2:22][C:23]([CH3:26])([CH3:25])[CH3:24])[NH:10][CH:9]2[C:27]([OH:29])=O)[CH:5]=[CH:6][CH:7]=1.[CH3:30][C:31]1([CH3:39])[O:35][C@@H:34]([CH2:36][CH2:37][NH2:38])[CH2:33][O:32]1.CN(C(ON1N=NC2C=CC=NC1=2)=[N+](C)C)C.F[P-](F)(F)(F)(F)F.CCN(C(C)C)C(C)C.